This data is from Full USPTO retrosynthesis dataset with 1.9M reactions from patents (1976-2016). The task is: Predict the reactants needed to synthesize the given product. (1) Given the product [CH3:27][S:19][C:9]1[C:10]2[NH:11][C:12]([C:15]([F:16])([F:18])[F:17])=[N:13][C:14]=2[N:6]([CH2:1][CH2:2][CH2:3][CH2:4][CH3:5])[C:7](=[O:20])[N:8]=1, predict the reactants needed to synthesize it. The reactants are: [CH2:1]([N:6]1[C:14]2[N:13]=[C:12]([C:15]([F:18])([F:17])[F:16])[NH:11][C:10]=2[C:9](=[S:19])[NH:8][C:7]1=[O:20])[CH2:2][CH2:3][CH2:4][CH3:5].[OH-].[Na+].S(OC)(O[CH3:27])(=O)=O. (2) Given the product [C:24]([O:23][C:21]([N:8]([C:6]([O:5][C:1]([CH3:4])([CH3:3])[CH3:2])=[O:7])[C:9]1[C:10]([O:19][CH3:20])=[N:11][CH:12]=[C:13]([CH:18]=1)[C:14]([OH:16])=[O:15])=[O:22])([CH3:27])([CH3:26])[CH3:25], predict the reactants needed to synthesize it. The reactants are: [C:1]([O:5][C:6]([N:8]([C:21]([O:23][C:24]([CH3:27])([CH3:26])[CH3:25])=[O:22])[C:9]1[C:10]([O:19][CH3:20])=[N:11][CH:12]=[C:13]([CH:18]=1)[C:14]([O:16]C)=[O:15])=[O:7])([CH3:4])([CH3:3])[CH3:2].O[Li].O. (3) Given the product [Cl:12][C:13]1[CH:21]=[CH:20][CH:19]=[CH:18][C:14]=1[C:15]1[N:6]=[C:4]([N:25]2[CH2:24][CH2:23][N:22]([C:28]([O:30][CH2:31][CH3:32])=[O:29])[CH2:27][CH2:26]2)[C:3]2[C:2](=[CH:10][CH:9]=[CH:8][C:7]=2[F:11])[N:1]=1, predict the reactants needed to synthesize it. The reactants are: [NH2:1][C:2]1[CH:10]=[CH:9][CH:8]=[C:7]([F:11])[C:3]=1[C:4]([NH2:6])=O.[Cl:12][C:13]1[CH:21]=[CH:20][CH:19]=[CH:18][C:14]=1[C:15](Cl)=O.[N:22]1([C:28]([O:30][CH2:31][CH3:32])=[O:29])[CH2:27][CH2:26][NH:25][CH2:24][CH2:23]1. (4) Given the product [F:1][C:2]([F:7])([F:6])[C:3]([OH:5])=[O:4].[Cl:24][C:12]1[C:13]([NH:15][C:16]2[CH:21]=[CH:20][CH:19]=[C:18]([CH:22]=[CH2:23])[CH:17]=2)=[N:14][C:9]([NH:30][C:29]2[CH:31]=[CH:32][CH:33]=[C:27]([CH:25]=[CH2:26])[CH:28]=2)=[N:10][CH:11]=1.[F:1][C:2]([F:7])([F:6])[C:3]([O-:5])=[O:4], predict the reactants needed to synthesize it. The reactants are: [F:1][C:2]([F:7])([F:6])[C:3]([OH:5])=[O:4].Cl[C:9]1[N:14]=[C:13]([NH:15][C:16]2[CH:21]=[CH:20][CH:19]=[C:18]([CH:22]=[CH2:23])[CH:17]=2)[C:12]([Cl:24])=[CH:11][N:10]=1.[CH:25]([C:27]1[CH:28]=[C:29]([CH:31]=[CH:32][CH:33]=1)[NH2:30])=[CH2:26]. (5) Given the product [CH3:18][O:17][C@@H:13]([CH2:12][C:9]1[CH:10]=[CH:11][C:6]([O:5][CH2:4][CH2:3][CH2:2][O:1][C:20]2[CH:29]=[C:28]3[C:23]([C:24](=[O:36])[CH2:25][CH:26]([C:30]4[CH:35]=[CH:34][CH:33]=[CH:32][CH:31]=4)[O:27]3)=[CH:22][CH:21]=2)=[CH:7][CH:8]=1)[C:14]([OH:16])=[O:15], predict the reactants needed to synthesize it. The reactants are: [OH:1][CH2:2][CH2:3][CH2:4][O:5][C:6]1[CH:11]=[CH:10][C:9]([CH2:12][C@H:13]([O:17][CH3:18])[C:14]([OH:16])=[O:15])=[CH:8][CH:7]=1.O[C:20]1[CH:29]=[C:28]2[C:23]([C:24](=[O:36])[CH2:25][CH:26]([C:30]3[CH:35]=[CH:34][CH:33]=[CH:32][CH:31]=3)[O:27]2)=[CH:22][CH:21]=1. (6) Given the product [Si:10]([O:27][C@H:28]1[CH2:32][CH2:31][C@H:30]([N:33]2[CH:41]=[N:40][C:39]3[C:34]2=[N:35][CH:36]=[N:37][C:38]=3[NH:42][C:1](=[O:8])[C:2]2[CH:7]=[CH:6][CH:5]=[CH:4][CH:3]=2)[C@@H:29]1[CH2:43][O:44][C:45]([C:58]1[CH:63]=[CH:62][CH:61]=[CH:60][CH:59]=1)([C:52]1[CH:57]=[CH:56][CH:55]=[CH:54][CH:53]=1)[C:46]1[CH:51]=[CH:50][CH:49]=[CH:48][CH:47]=1)([C:23]([CH3:26])([CH3:24])[CH3:25])([C:11]1[CH:12]=[CH:13][CH:14]=[CH:15][CH:16]=1)[C:17]1[CH:22]=[CH:21][CH:20]=[CH:19][CH:18]=1, predict the reactants needed to synthesize it. The reactants are: [C:1](Cl)(=[O:8])[C:2]1[CH:7]=[CH:6][CH:5]=[CH:4][CH:3]=1.[Si:10]([O:27][C@H:28]1[CH2:32][CH2:31][C@H:30]([N:33]2[CH:41]=[N:40][C:39]3[C:34]2=[N:35][CH:36]=[N:37][C:38]=3[NH2:42])[C@@H:29]1[CH2:43][O:44][C:45]([C:58]1[CH:63]=[CH:62][CH:61]=[CH:60][CH:59]=1)([C:52]1[CH:57]=[CH:56][CH:55]=[CH:54][CH:53]=1)[C:46]1[CH:51]=[CH:50][CH:49]=[CH:48][CH:47]=1)([C:23]([CH3:26])([CH3:25])[CH3:24])([C:17]1[CH:22]=[CH:21][CH:20]=[CH:19][CH:18]=1)[C:11]1[CH:16]=[CH:15][CH:14]=[CH:13][CH:12]=1.N.CO.ClCCl. (7) Given the product [C:34]([O:38][C:39](=[O:47])[NH:40][C@H:41]1[CH2:46][CH2:45][CH2:44][N:43]([CH2:32][C:3]2[C:2]([Cl:1])=[C:11]3[C:6]([C:7](=[O:26])[N:8]([CH2:13][C:14]4[CH:19]=[C:18]([Cl:20])[CH:17]=[CH:16][C:15]=4[S:21]([CH2:24][CH3:25])(=[O:22])=[O:23])[C:9](=[O:12])[NH:10]3)=[CH:5][C:4]=2[O:27][C:28]([F:30])([F:31])[F:29])[CH2:42]1)([CH3:37])([CH3:35])[CH3:36], predict the reactants needed to synthesize it. The reactants are: [Cl:1][C:2]1[C:3]([CH:32]=O)=[C:4]([O:27][C:28]([F:31])([F:30])[F:29])[CH:5]=[C:6]2[C:11]=1[NH:10][C:9](=[O:12])[N:8]([CH2:13][C:14]1[CH:19]=[C:18]([Cl:20])[CH:17]=[CH:16][C:15]=1[S:21]([CH2:24][CH3:25])(=[O:23])=[O:22])[C:7]2=[O:26].[C:34]([O:38][C:39](=[O:47])[NH:40][C@H:41]1[CH2:46][CH2:45][CH2:44][NH:43][CH2:42]1)([CH3:37])([CH3:36])[CH3:35].